Task: Predict the product of the given reaction.. Dataset: Forward reaction prediction with 1.9M reactions from USPTO patents (1976-2016) (1) Given the reactants [C:1]([C:3]([C:6]1[CH:7]=[C:8]([CH:13]=[CH:14][CH:15]=1)[C:9]([O:11]C)=[O:10])([CH3:5])[CH3:4])#[N:2].CO.O, predict the reaction product. The product is: [C:1]([C:3]([C:6]1[CH:7]=[C:8]([CH:13]=[CH:14][CH:15]=1)[C:9]([OH:11])=[O:10])([CH3:5])[CH3:4])#[N:2]. (2) Given the reactants [CH2:1]([CH:3]([CH2:6][CH2:7][CH2:8][CH3:9])[CH2:4][OH:5])[CH3:2].[OH:10]O.O, predict the reaction product. The product is: [CH2:1]([CH:3]([CH2:6][CH2:7][CH2:8][CH3:9])[C:4]([OH:10])=[O:5])[CH3:2]. (3) Given the reactants C([O:4][C:5]1[CH:6]=[C:7]2[C:12](=[CH:13][C:14]=1[O:15][CH3:16])[N:11]=[CH:10][N:9]=[C:8]2[NH:17][C:18]1[CH:23]=[CH:22][C:21]([Br:24])=[CH:20][C:19]=1[F:25])(=O)C.[OH-].[Na+].Cl, predict the reaction product. The product is: [Br:24][C:21]1[CH:22]=[CH:23][C:18]([NH:17][C:8]2[C:7]3[C:12](=[CH:13][C:14]([O:15][CH3:16])=[C:5]([OH:4])[CH:6]=3)[N:11]=[CH:10][N:9]=2)=[C:19]([F:25])[CH:20]=1. (4) Given the reactants [CH3:1][C:2]1[CH:3]=[CH:4][C:5]2[N:6]([C:8](/[CH:18]=[CH:19]/[C:20](OCC)=[O:21])=[C:9]([C:11]3[CH:16]=[CH:15][C:14]([CH3:17])=[CH:13][CH:12]=3)[N:10]=2)[CH:7]=1.[CH3:25][O:26][C:27]1[CH:32]=[CH:31][CH:30]=[CH:29][C:28]=1[N:33]1[CH2:38][CH2:37][NH:36][CH2:35][CH2:34]1, predict the reaction product. The product is: [CH3:1][C:2]1[CH:3]=[CH:4][C:5]2[N:6]([C:8](/[CH:18]=[CH:19]/[C:20]([N:36]3[CH2:35][CH2:34][N:33]([C:28]4[CH:29]=[CH:30][CH:31]=[CH:32][C:27]=4[O:26][CH3:25])[CH2:38][CH2:37]3)=[O:21])=[C:9]([C:11]3[CH:16]=[CH:15][C:14]([CH3:17])=[CH:13][CH:12]=3)[N:10]=2)[CH:7]=1. (5) Given the reactants [NH:1]1[C:9]2[C:4](=[CH:5][C:6]([NH:10][C:11]3[CH:20]=[CH:19][C:18]([Cl:21])=[CH:17][C:12]=3[C:13]([O:15][CH3:16])=[O:14])=[CH:7][CH:8]=2)[CH:3]=[CH:2]1.Br[C:23]1[CH:28]=[CH:27][CH:26]=[CH:25][N:24]=1.P([O-])([O-])([O-])=O.[K+].[K+].[K+].CN[C@@H]1CCCC[C@H]1NC, predict the reaction product. The product is: [Cl:21][C:18]1[CH:19]=[CH:20][C:11]([NH:10][C:6]2[CH:5]=[C:4]3[C:9](=[CH:8][CH:7]=2)[N:1]([C:23]2[CH:28]=[CH:27][CH:26]=[CH:25][N:24]=2)[CH:2]=[CH:3]3)=[C:12]([CH:17]=1)[C:13]([O:15][CH3:16])=[O:14]. (6) Given the reactants [CH3:1][C:2]1[C:3]([NH2:13])=[CH:4][S:5][C:6]=1[C:7]1[CH:12]=[CH:11][CH:10]=[CH:9][CH:8]=1.Br[CH2:15][C:16]([O:18][CH3:19])=[O:17].C([O-])([O-])=O.[K+].[K+].O, predict the reaction product. The product is: [CH3:1][C:2]1[C:3]([NH:13][CH2:15][C:16]([O:18][CH3:19])=[O:17])=[CH:4][S:5][C:6]=1[C:7]1[CH:12]=[CH:11][CH:10]=[CH:9][CH:8]=1. (7) Given the reactants [CH3:1][O:2][C:3]1[CH:4]=[C:5]2[C:10](=[CH:11][C:12]=1[O:13][CH3:14])[N:9]=[CH:8][CH:7]=[C:6]2[O:15][C:16]1[CH:21]=[CH:20][C:19]([NH2:22])=[CH:18][C:17]=1[F:23].[CH3:24][N:25]1[C:29]([C:30]2[CH:35]=[CH:34][N:33]=[CH:32][CH:31]=2)=[C:28]([C:36](O)=[O:37])[C:27](=[O:39])[N:26]1[C:40]1[CH:45]=[CH:44][CH:43]=[CH:42][CH:41]=1.CN(C(ON1N=NC2C=CC=NC1=2)=[N+](C)C)C.F[P-](F)(F)(F)(F)F, predict the reaction product. The product is: [CH3:1][O:2][C:3]1[CH:4]=[C:5]2[C:10](=[CH:11][C:12]=1[O:13][CH3:14])[N:9]=[CH:8][CH:7]=[C:6]2[O:15][C:16]1[CH:21]=[CH:20][C:19]([NH:22][C:36]([C:28]2[C:27](=[O:39])[N:26]([C:40]3[CH:41]=[CH:42][CH:43]=[CH:44][CH:45]=3)[N:25]([CH3:24])[C:29]=2[C:30]2[CH:35]=[CH:34][N:33]=[CH:32][CH:31]=2)=[O:37])=[CH:18][C:17]=1[F:23]. (8) Given the reactants [Cl:1][C:2]1[CH:14]=[CH:13][C:12]2[CH2:15][CH2:16][N:17](C)[CH2:18][CH2:19][N:10]3[C:11]=2[C:3]=1[C:4]1[CH2:5][CH2:6][CH2:7][CH2:8][C:9]=13.ClC(OC(Cl)C)=O, predict the reaction product. The product is: [Cl:1][C:2]1[CH:14]=[CH:13][C:12]2[CH2:15][CH2:16][NH:17][CH2:18][CH2:19][N:10]3[C:11]=2[C:3]=1[C:4]1[CH2:5][CH2:6][CH2:7][CH2:8][C:9]=13. (9) Given the reactants [F:1][C:2]1[CH:3]=[C:4]2[C:8](=[CH:9][CH:10]=1)[C:7](=[O:11])[CH2:6][CH2:5]2.[CH3:12][N:13]([CH:15]([N:13]([CH3:14])[CH3:12])[CH3:15])[CH3:14].C([Cl:23])(=O)C, predict the reaction product. The product is: [ClH:23].[CH3:12][N:13]([CH2:15][CH:6]1[CH2:5][C:4]2[C:8](=[CH:9][CH:10]=[C:2]([F:1])[CH:3]=2)[C:7]1=[O:11])[CH3:14]. (10) Given the reactants [CH:1]1([O:7][C:8]2[CH:34]=[CH:33][C:11]([O:12][C:13]3[CH:18]=[CH:17][C:16]([CH2:19][C:20]([NH:22][C:23]4[CH:32]=[CH:31][CH:30]=[CH:29][C:24]=4[C:25]([O:27]C)=[O:26])=[O:21])=[CH:15][CH:14]=3)=[CH:10][CH:9]=2)[CH2:6][CH2:5][CH2:4][CH2:3][CH2:2]1.CO.[OH-].[Li+].Cl, predict the reaction product. The product is: [CH:1]1([O:7][C:8]2[CH:9]=[CH:10][C:11]([O:12][C:13]3[CH:18]=[CH:17][C:16]([CH2:19][C:20]([NH:22][C:23]4[CH:32]=[CH:31][CH:30]=[CH:29][C:24]=4[C:25]([OH:27])=[O:26])=[O:21])=[CH:15][CH:14]=3)=[CH:33][CH:34]=2)[CH2:6][CH2:5][CH2:4][CH2:3][CH2:2]1.